This data is from Reaction yield outcomes from USPTO patents with 853,638 reactions. The task is: Predict the reaction yield, written as a fraction of the theoretical maximum amount of product (1.0 means a 100% yield; for example, 0.34 means a 34% yield). (1) The reactants are [C-]#N.[K+].[CH:4](=[O:11])[C:5]1[CH:10]=[CH:9][CH:8]=[CH:7][CH:6]=1.[N:12]1C(C)=CC=C[C:13]=1C.O.[CH3:21][C:22]([O:24]C(C)=O)=O. The catalyst is C(Cl)Cl. The product is [C:22]([O:11][C@@H:4]([C:5]1[CH:10]=[CH:9][CH:8]=[CH:7][CH:6]=1)[C:13]#[N:12])(=[O:24])[CH3:21]. The yield is 0.630. (2) The yield is 0.987. The reactants are [F:1][C:2]1[CH:11]=[C:10]2[C:5]([CH:6]([C:12]([OH:14])=[O:13])[CH2:7][CH2:8][O:9]2)=[CH:4][CH:3]=1.[CH2:15]1COCC1. The catalyst is CO.S(=O)(=O)(O)O.C(OCC)(=O)C.C(=O)(O)[O-].[Na+]. The product is [F:1][C:2]1[CH:11]=[C:10]2[C:5]([CH:6]([C:12]([O:14][CH3:15])=[O:13])[CH2:7][CH2:8][O:9]2)=[CH:4][CH:3]=1. (3) The reactants are [O:1]=[C:2]1[CH2:7][CH2:6][CH:5]([CH2:8][C:9]([O:11][CH2:12][C:13]2[CH:18]=[CH:17][CH:16]=[CH:15][CH:14]=2)=[O:10])[CH2:4][CH2:3]1.[BH4-].[Na+]. The catalyst is CO. The product is [OH:1][C@@H:2]1[CH2:3][CH2:4][C@H:5]([CH2:8][C:9]([O:11][CH2:12][C:13]2[CH:14]=[CH:15][CH:16]=[CH:17][CH:18]=2)=[O:10])[CH2:6][CH2:7]1. The yield is 0.180. (4) The reactants are [C:1]1([CH2:7][C:8]#[N:9])[CH:6]=[CH:5][CH:4]=[CH:3][CH:2]=1.CC1C=CC(S(O[CH2:21][C@@H:22]([OH:32])[CH2:23][O:24][CH2:25][C:26]2[CH:31]=[CH:30][CH:29]=[CH:28][CH:27]=2)(=O)=O)=CC=1.C([Li])CCC. The catalyst is C1COCC1.CCOC(C)=O. The product is [OH:32][C@@H:22]([CH2:23][O:24][CH2:25][C:26]1[CH:31]=[CH:30][CH:29]=[CH:28][CH:27]=1)[CH2:21][CH:7]([C:1]1[CH:6]=[CH:5][CH:4]=[CH:3][CH:2]=1)[C:8]#[N:9]. The yield is 1.00. (5) The reactants are [Cl:1][C:2]1[N:7]=[C:6]([C:8](OC)=[O:9])[CH:5]=[C:4]([N:12]2[CH2:16][CH2:15][CH2:14][CH2:13]2)[N:3]=1.C1(NC(C2C=C(N3CCCC3)N=C(/C=C/C3N=C(N(C)C)C4C(=CC=CC=4)N=3)N=2)=O)CC1.[BH4-].[Na+]. No catalyst specified. The product is [Cl:1][C:2]1[N:7]=[C:6]([CH2:8][OH:9])[CH:5]=[C:4]([N:12]2[CH2:16][CH2:15][CH2:14][CH2:13]2)[N:3]=1. The yield is 0.830. (6) The reactants are [H-].[Na+].[CH3:3][C:4]([O:7][C:8](=[O:39])[NH:9][S:10]([NH:13][C:14]1[CH:19]=[CH:18][CH:17]=[C:16]([C:20]2[C:29]3[C:24](=[CH:25][C:26]([O:35][CH3:36])=[C:27]4[O:32][C:31]([CH3:34])([CH3:33])[CH2:30][C:28]4=3)[CH2:23][C:22]([CH3:38])([CH3:37])[N:21]=2)[CH:15]=1)(=[O:12])=[O:11])([CH3:6])[CH3:5].Br[CH2:41][CH2:42]Br.O. The catalyst is CN(C)C=O. The product is [CH3:6][C:4]([O:7][C:8]([N:9]1[CH2:42][CH2:41][N:13]([C:14]2[CH:19]=[CH:18][CH:17]=[C:16]([C:20]3[C:29]4[C:24](=[CH:25][C:26]([O:35][CH3:36])=[C:27]5[O:32][C:31]([CH3:34])([CH3:33])[CH2:30][C:28]5=4)[CH2:23][C:22]([CH3:38])([CH3:37])[N:21]=3)[CH:15]=2)[S:10]1(=[O:11])=[O:12])=[O:39])([CH3:3])[CH3:5]. The yield is 0.410.